From a dataset of Forward reaction prediction with 1.9M reactions from USPTO patents (1976-2016). Predict the product of the given reaction. (1) Given the reactants [Br:1][C:2]1[CH:7]=[CH:6][C:5]([Cl:8])=[CH:4][C:3]=1[CH2:9][C:10]([OH:12])=O.C(Cl)(=O)C(Cl)=O.[NH:19]1[CH2:23][CH2:22][C:21]([C:24]2[CH:29]=[CH:28][C:27]([OH:30])=[CH:26][CH:25]=2)=[N:20]1, predict the reaction product. The product is: [Br:1][C:2]1[CH:7]=[CH:6][C:5]([Cl:8])=[CH:4][C:3]=1[CH2:9][C:10]([N:19]1[CH2:23][CH2:22][C:21]([C:24]2[CH:29]=[CH:28][C:27]([OH:30])=[CH:26][CH:25]=2)=[N:20]1)=[O:12]. (2) Given the reactants [Br:1][C:2]1[CH:7]=[CH:6][C:5]([C:8](=[O:12])[CH2:9][O:10][CH3:11])=[CH:4][CH:3]=1.O.C1(C)C=CC(S(O)(=O)=O)=CC=1.[CH2:25](O)[CH2:26][OH:27], predict the reaction product. The product is: [Br:1][C:2]1[CH:3]=[CH:4][C:5]([C:8]2([CH2:9][O:10][CH3:11])[O:27][CH2:26][CH2:25][O:12]2)=[CH:6][CH:7]=1. (3) The product is: [CH3:1][O:2][C:3]([C:5]1([CH:11]=[CH2:12])[CH2:10][O:9][CH2:8][CH2:7][O:6]1)=[O:4]. Given the reactants [CH3:1][O:2][C:3]([C:5]1([CH:11](OS(C2C=CC(C)=CC=2)(=O)=O)[CH3:12])[CH2:10][O:9][CH2:8][CH2:7][O:6]1)=[O:4].Cl.C(OCC)C, predict the reaction product. (4) Given the reactants [C:1]([C:5]1[N:10]=[C:9]([N:11]2[CH2:16][CH2:15][N:14]([CH2:17][CH2:18][CH2:19][CH2:20][NH:21][C:22]([C:24]3[N:25]=[C:26]4[CH:31]=[CH:30][CH:29]=[C:28]([CH2:32]O)[N:27]4[CH:34]=3)=[O:23])[CH2:13][CH2:12]2)[CH:8]=[C:7]([C:35]([F:38])([F:37])[F:36])[N:6]=1)([CH3:4])([CH3:3])[CH3:2].[CH2:39]([N:41](CC)[CH2:42]C)C.CS(Cl)(=O)=O.CNC, predict the reaction product. The product is: [C:1]([C:5]1[N:10]=[C:9]([N:11]2[CH2:16][CH2:15][N:14]([CH2:17][CH2:18][CH2:19][CH2:20][NH:21][C:22]([C:24]3[N:25]=[C:26]4[CH:31]=[CH:30][CH:29]=[C:28]([CH2:32][N:41]([CH3:42])[CH3:39])[N:27]4[CH:34]=3)=[O:23])[CH2:13][CH2:12]2)[CH:8]=[C:7]([C:35]([F:36])([F:38])[F:37])[N:6]=1)([CH3:2])([CH3:4])[CH3:3]. (5) Given the reactants Cl[C:2]1[N:24]=[C:5]2[C:6]([NH:10][CH2:11][C:12]3[CH:17]=[CH:16][CH:15]=[CH:14][C:13]=3[N:18]([CH3:23])[S:19]([CH3:22])(=[O:21])=[O:20])=[CH:7][CH:8]=[CH:9][N:4]2[N:3]=1.[CH3:25][N:26]1[CH2:31][CH2:30][CH:29]([C:32]2[CH:37]=[CH:36][C:35]([NH2:38])=[CH:34][CH:33]=2)[CH2:28][CH2:27]1.C1(P(C2CCCCC2)C2C=CC=CC=2C2C=CC=CC=2P(C2CCCCC2)C2CCCCC2)CCCCC1, predict the reaction product. The product is: [CH3:23][N:18]([C:13]1[CH:14]=[CH:15][CH:16]=[CH:17][C:12]=1[CH2:11][NH:10][C:6]1[C:5]2[N:4]([N:3]=[C:2]([NH:38][C:35]3[CH:36]=[CH:37][C:32]([CH:29]4[CH2:28][CH2:27][N:26]([CH3:25])[CH2:31][CH2:30]4)=[CH:33][CH:34]=3)[N:24]=2)[CH:9]=[CH:8][CH:7]=1)[S:19]([CH3:22])(=[O:21])=[O:20]. (6) Given the reactants [F:1][C:2]1[CH:10]=[CH:9][C:8]2[NH:7][C:6]3[CH:11]=[CH:12][NH:13][C:14](=[O:15])[C:5]=3[C:4]=2[CH:3]=1.[Al].C1C(=O)N([Br:24])C(=O)C1, predict the reaction product. The product is: [Br:24][C:11]1[C:6]2[NH:7][C:8]3[CH:9]=[CH:10][C:2]([F:1])=[CH:3][C:4]=3[C:5]=2[C:14](=[O:15])[NH:13][CH:12]=1. (7) The product is: [Br:1][C:2]1[C:10]2[CH:9]=[CH:8][C:7](=[O:11])[N:6]([C:12]3[C:17]([F:18])=[CH:16][CH:15]=[CH:14][C:13]=3[F:19])[C:5]=2[S:4][C:3]=1[C:20]([N:22]1[CH2:26][CH2:25][CH2:24][C@@H:23]1[CH2:27][O:28][CH:30]1[CH2:31][CH2:32][CH2:33][CH2:34][O:29]1)=[O:21]. Given the reactants [Br:1][C:2]1[C:10]2[CH:9]=[CH:8][C:7](=[O:11])[N:6]([C:12]3[C:17]([F:18])=[CH:16][CH:15]=[CH:14][C:13]=3[F:19])[C:5]=2[S:4][C:3]=1[C:20]([N:22]1[CH2:26][CH2:25][CH2:24][C@@H:23]1[CH2:27][OH:28])=[O:21].[O:29]1[CH:34]=[CH:33][CH2:32][CH2:31][CH2:30]1, predict the reaction product.